Dataset: Full USPTO retrosynthesis dataset with 1.9M reactions from patents (1976-2016). Task: Predict the reactants needed to synthesize the given product. (1) Given the product [F:25][C:2]1([F:1])[O:6][C:5]2[CH:7]=[CH:8][C:9]([N:11]3[CH:16]=[CH:15][C:14](=[O:17])[C:13]([C:18]4[N:36]([C:35]5[C:29]6[O:28][C:27]([F:26])([F:38])[O:31][C:30]=6[CH:32]=[CH:33][CH:34]=5)[N:37]=[CH:20][CH:19]=4)=[N:12]3)=[CH:10][C:4]=2[O:3]1, predict the reactants needed to synthesize it. The reactants are: [F:1][C:2]1([F:25])[O:6][C:5]2[CH:7]=[CH:8][C:9]([N:11]3[CH:16]=[CH:15][C:14](=[O:17])[C:13]([C:18](=O)/[CH:19]=[CH:20]/N(C)C)=[N:12]3)=[CH:10][C:4]=2[O:3]1.[F:26][C:27]1([F:38])[O:31][C:30]2[CH:32]=[CH:33][CH:34]=[C:35]([NH:36][NH2:37])[C:29]=2[O:28]1.N([O-])=O.[Na+].[Sn](Cl)Cl. (2) The reactants are: [C:1]([C:4]12[CH2:12][CH:9]3[CH2:10][CH:11]1[CH:7]([CH:8]3[O:13][C:14](=[O:18])[C:15]([CH3:17])=[CH2:16])[O:6][C:5]2=[O:19])(=[O:3])[NH2:2].C(N(CC)CC)C.[C:27](Cl)(=[O:29])[CH3:28].Cl. Given the product [C:27]([NH:2][C:1]([C:4]12[CH2:12][CH:9]3[CH2:10][CH:11]1[CH:7]([CH:8]3[O:13][C:14](=[O:18])[C:15]([CH3:17])=[CH2:16])[O:6][C:5]2=[O:19])=[O:3])(=[O:29])[CH3:28], predict the reactants needed to synthesize it. (3) Given the product [N:17]([CH2:8][CH2:7][C@@H:5]1[O:6][C:2]([CH3:16])([CH3:1])[O:3][C:4]1([CH3:15])[CH3:14])=[N+:18]=[N-:19], predict the reactants needed to synthesize it. The reactants are: [CH3:1][C:2]1([CH3:16])[O:6][C@@H:5]([CH2:7][CH2:8]OS(C)(=O)=O)[C:4]([CH3:15])([CH3:14])[O:3]1.[N-:17]=[N+:18]=[N-:19].[Na+]. (4) Given the product [Cl:31][C:22]1[CH:21]=[C:20]([CH:25]=[CH:24][C:23]=1[O:26][C:27]([F:28])([F:29])[F:30])[CH2:19][N:16]1[CH:11]([C:4]2[C:5]([O:9][CH3:10])=[CH:6][CH:7]=[CH:8][C:3]=2[O:2][CH3:1])[CH2:12][CH2:13][CH2:14][C:15]1=[O:17], predict the reactants needed to synthesize it. The reactants are: [CH3:1][O:2][C:3]1[CH:8]=[CH:7][CH:6]=[C:5]([O:9][CH3:10])[C:4]=1[CH:11]1[NH:16][C:15](=[O:17])[CH2:14][CH2:13][CH2:12]1.Br[CH2:19][C:20]1[CH:25]=[CH:24][C:23]([O:26][C:27]([F:30])([F:29])[F:28])=[C:22]([Cl:31])[CH:21]=1. (5) Given the product [C:28]([N:27]([CH3:36])[C:25]1[CH:24]=[CH:23][C:5]2[N:6]([CH2:7][C@H:8]([O:15][Si:16]([C:19]([CH3:22])([CH3:21])[CH3:20])([CH3:18])[CH3:17])[C:9]3[CH:10]=[CH:11][CH:12]=[CH:13][CH:14]=3)[C:2]([NH:1][C:47]([C:45]3[S:46][C:42]([C:41]4[O:37][CH:38]=[N:39][CH:40]=4)=[CH:43][CH:44]=3)=[O:48])=[N:3][C:4]=2[CH:26]=1)(=[O:35])[C:29]1[CH:30]=[CH:31][CH:32]=[CH:33][CH:34]=1, predict the reactants needed to synthesize it. The reactants are: [NH2:1][C:2]1[N:6]([CH2:7][C@H:8]([O:15][Si:16]([C:19]([CH3:22])([CH3:21])[CH3:20])([CH3:18])[CH3:17])[C:9]2[CH:14]=[CH:13][CH:12]=[CH:11][CH:10]=2)[C:5]2[CH:23]=[CH:24][C:25]([N:27]([CH3:36])[C:28](=[O:35])[C:29]3[CH:34]=[CH:33][CH:32]=[CH:31][CH:30]=3)=[CH:26][C:4]=2[N:3]=1.[O:37]1[C:41]([C:42]2[S:46][C:45]([C:47](O)=[O:48])=[CH:44][CH:43]=2)=[CH:40][N:39]=[CH:38]1.C(Cl)CCl.C1C=CC2N(O)N=NC=2C=1.CCN(C(C)C)C(C)C.C([O-])(O)=O.[Na+].